Dataset: NCI-60 drug combinations with 297,098 pairs across 59 cell lines. Task: Regression. Given two drug SMILES strings and cell line genomic features, predict the synergy score measuring deviation from expected non-interaction effect. (1) Drug 1: CN(CC1=CN=C2C(=N1)C(=NC(=N2)N)N)C3=CC=C(C=C3)C(=O)NC(CCC(=O)O)C(=O)O. Drug 2: CC1=C(C(=O)C2=C(C1=O)N3CC4C(C3(C2COC(=O)N)OC)N4)N. Cell line: HCC-2998. Synergy scores: CSS=52.2, Synergy_ZIP=-3.96, Synergy_Bliss=-4.88, Synergy_Loewe=-3.90, Synergy_HSA=3.43. (2) Drug 1: C1=NC2=C(N=C(N=C2N1C3C(C(C(O3)CO)O)F)Cl)N. Drug 2: CN(CCCl)CCCl.Cl. Cell line: KM12. Synergy scores: CSS=28.4, Synergy_ZIP=-8.36, Synergy_Bliss=-2.03, Synergy_Loewe=-0.198, Synergy_HSA=0.907. (3) Drug 1: CCC1(CC2CC(C3=C(CCN(C2)C1)C4=CC=CC=C4N3)(C5=C(C=C6C(=C5)C78CCN9C7C(C=CC9)(C(C(C8N6C=O)(C(=O)OC)O)OC(=O)C)CC)OC)C(=O)OC)O.OS(=O)(=O)O. Drug 2: CS(=O)(=O)CCNCC1=CC=C(O1)C2=CC3=C(C=C2)N=CN=C3NC4=CC(=C(C=C4)OCC5=CC(=CC=C5)F)Cl. Cell line: SW-620. Synergy scores: CSS=26.2, Synergy_ZIP=3.91, Synergy_Bliss=6.97, Synergy_Loewe=-21.5, Synergy_HSA=5.38. (4) Drug 1: C1=CC(=C2C(=C1NCCNCCO)C(=O)C3=C(C=CC(=C3C2=O)O)O)NCCNCCO. Drug 2: C(=O)(N)NO. Cell line: NCI-H522. Synergy scores: CSS=49.9, Synergy_ZIP=2.49, Synergy_Bliss=3.11, Synergy_Loewe=-39.6, Synergy_HSA=4.49.